From a dataset of Reaction yield outcomes from USPTO patents with 853,638 reactions. Predict the reaction yield, written as a fraction of the theoretical maximum amount of product (1.0 means a 100% yield; for example, 0.34 means a 34% yield). (1) The reactants are [CH:1](=O)[C:2]1[CH:7]=[CH:6][CH:5]=[CH:4][CH:3]=1.Cl.[CH3:10][O:11][C:12](=[O:16])[C@@H:13]([CH3:15])[NH2:14].C(O[BH-](OC(=O)C)OC(=O)C)(=O)C.[Na+]. The catalyst is C(Cl)Cl. The product is [CH3:10][O:11][C:12](=[O:16])[C@@H:13]([CH3:15])[NH:14][CH2:1][C:2]1[CH:7]=[CH:6][CH:5]=[CH:4][CH:3]=1. The yield is 0.800. (2) The reactants are [NH2:1][C:2]1[CH:7]=[CH:6][C:5]([S:8][CH2:9][C:10]2[CH:15]=[CH:14][CH:13]=[CH:12][CH:11]=2)=[CH:4][C:3]=1/[CH:16]=[CH:17]/[C:18]([O:20][CH2:21][CH3:22])=[O:19].[Br:23][C:24]1[CH:31]=[C:30]([O:32][CH3:33])[C:29](I)=[CH:28][C:25]=1[C:26]#[N:27].C(=O)([O-])[O-].[Cs+].[Cs+]. The catalyst is CCOC(C)=O.C1C=CC(/C=C/C(/C=C/C2C=CC=CC=2)=O)=CC=1.C1C=CC(/C=C/C(/C=C/C2C=CC=CC=2)=O)=CC=1.C1C=CC(/C=C/C(/C=C/C2C=CC=CC=2)=O)=CC=1.[Pd].[Pd].CC1(C)C2C(=C(P(C3C=CC=CC=3)C3C=CC=CC=3)C=CC=2)OC2C(P(C3C=CC=CC=3)C3C=CC=CC=3)=CC=CC1=2. The product is [CH2:9]([S:8][C:5]1[CH:6]=[CH:7][C:2]([NH:1][C:29]2[CH:28]=[C:25]([C:26]#[N:27])[C:24]([Br:23])=[CH:31][C:30]=2[O:32][CH3:33])=[C:3](/[CH:16]=[CH:17]/[C:18]([O:20][CH2:21][CH3:22])=[O:19])[CH:4]=1)[C:10]1[CH:15]=[CH:14][CH:13]=[CH:12][CH:11]=1. The yield is 0.920. (3) The reactants are [F:1][C:2]1[CH:3]=[CH:4][C:5]2[O:10][CH2:9][C:8](=[O:11])[NH:7][C:6]=2[CH:12]=1.C([O-])([O-])=O.[Cs+].[Cs+].[Cl:19][CH2:20][CH2:21][CH2:22]I. The catalyst is CCCCCCC.CCOC(C)=O. The product is [Cl:19][CH2:20][CH2:21][CH2:22][N:7]1[C:6]2[CH:12]=[C:2]([F:1])[CH:3]=[CH:4][C:5]=2[O:10][CH2:9][C:8]1=[O:11]. The yield is 0.780. (4) The yield is 0.600. The reactants are [NH2:1][C:2]1[CH:11]=[C:10]2[C:5]([CH:6]=[CH:7][CH:8]=[C:9]2[N:12]2[CH2:17][CH2:16][N:15]([CH3:18])[CH2:14][CH2:13]2)=[CH:4][CH:3]=1.C(N(CC)CC)C.[C:26]([C:28]1[CH:29]=[C:30]([CH:34]=[CH:35][CH:36]=1)[C:31](Cl)=[O:32])#[N:27]. The catalyst is C(#N)C. The product is [C:26]([C:28]1[CH:29]=[C:30]([CH:34]=[CH:35][CH:36]=1)[C:31]([NH:1][C:2]1[CH:11]=[C:10]2[C:5]([CH:6]=[CH:7][CH:8]=[C:9]2[N:12]2[CH2:17][CH2:16][N:15]([CH3:18])[CH2:14][CH2:13]2)=[CH:4][CH:3]=1)=[O:32])#[N:27].